From a dataset of Full USPTO retrosynthesis dataset with 1.9M reactions from patents (1976-2016). Predict the reactants needed to synthesize the given product. Given the product [N:18]1[CH:17]=[CH:16][C:15]([C:14]2[C:10]([C:6]3[CH:5]=[C:4]([NH2:1])[CH:9]=[CH:8][CH:7]=3)=[N:11][NH:12][CH:13]=2)=[CH:20][CH:19]=1, predict the reactants needed to synthesize it. The reactants are: [N+:1]([C:4]1[CH:5]=[C:6]([C:10]2[C:14]([C:15]3[CH:20]=[CH:19][N:18]=[CH:17][CH:16]=3)=[CH:13][NH:12][N:11]=2)[CH:7]=[CH:8][CH:9]=1)([O-])=O.